From a dataset of Forward reaction prediction with 1.9M reactions from USPTO patents (1976-2016). Predict the product of the given reaction. (1) The product is: [N:54]1[CH:55]=[CH:56][CH:57]=[N:58][C:53]=1[N:50]1[CH2:51][CH2:52][NH:47][CH2:48][CH2:49]1. Given the reactants [N+](C1C=CC(OC(NC2SC(C3C=CC=CC=3)=CN=2)=O)=CC=1)([O-])=O.C(O)(C(F)(F)F)=O.C1(C2SC(NC(N[N:47]3[CH2:52][CH2:51][N:50]([C:53]4[N:58]=[CH:57][CH:56]=[CH:55][N:54]=4)[CH2:49][CH2:48]3)=O)=NC=2)C=CC=CC=1, predict the reaction product. (2) Given the reactants [Br:1][C:2]1[CH:8]=[C:7]([O:9][CH3:10])[C:6]([Cl:11])=[CH:5][C:3]=1[NH2:4].[O-:12][C:13]#[N:14].[K+].[OH-].[Na+], predict the reaction product. The product is: [Br:1][C:2]1[CH:8]=[C:7]([O:9][CH3:10])[C:6]([Cl:11])=[CH:5][C:3]=1[NH:4][C:13]([NH2:14])=[O:12]. (3) Given the reactants [F:1][C:2]1[CH:7]=[CH:6][C:5]([N:8]2[C:12]([CH3:13])=[C:11]([NH2:14])[CH:10]=[N:9]2)=[CH:4][CH:3]=1.[CH3:15][C:16]1[N:17]([CH:25]([CH3:29])[C:26](O)=[O:27])[CH:18]=[C:19]([C:21]([F:24])([F:23])[F:22])[N:20]=1.C(N(C(C)C)CC)(C)C.CN(C(ON1N=NC2C=CC=NC1=2)=[N+](C)C)C.F[P-](F)(F)(F)(F)F, predict the reaction product. The product is: [F:1][C:2]1[CH:3]=[CH:4][C:5]([N:8]2[C:12]([CH3:13])=[C:11]([NH:14][C:26](=[O:27])[CH:25]([N:17]3[CH:18]=[C:19]([C:21]([F:22])([F:24])[F:23])[N:20]=[C:16]3[CH3:15])[CH3:29])[CH:10]=[N:9]2)=[CH:6][CH:7]=1. (4) Given the reactants [CH3:1][C:2]1([CH3:14])[CH2:6][C:5](=[O:7])[CH:4]([C:8]2[N:12]([CH3:13])[N:11]=[CH:10][CH:9]=2)[CH2:3]1.[BH4-].[Na+].O, predict the reaction product. The product is: [CH3:1][C:2]1([CH3:14])[CH2:6][C@H:5]([OH:7])[C@@H:4]([C:8]2[N:12]([CH3:13])[N:11]=[CH:10][CH:9]=2)[CH2:3]1. (5) Given the reactants [C:1]([CH:3]([CH2:11][C:12]1[CH:17]=[CH:16][C:15]([O:18][CH3:19])=[CH:14][CH:13]=1)[C:4]([O:6][C:7]([CH3:10])([CH3:9])[CH3:8])=[O:5])#[N:2], predict the reaction product. The product is: [NH2:2][CH2:1][CH:3]([CH2:11][C:12]1[CH:13]=[CH:14][C:15]([O:18][CH3:19])=[CH:16][CH:17]=1)[C:4]([O:6][C:7]([CH3:9])([CH3:8])[CH3:10])=[O:5]. (6) The product is: [ClH:1].[NH2:31][C:27]1[CH:26]=[C:25]([S:22]([NH:21][C:12]2[C:11]([NH:10][C:3]3[CH:4]=[C:5]([O:8][CH3:9])[CH:6]=[CH:7][C:2]=3[Cl:1])=[N:20][C:19]3[C:14](=[CH:15][CH:16]=[CH:17][CH:18]=3)[N:13]=2)(=[O:24])=[O:23])[CH:30]=[CH:29][CH:28]=1. Given the reactants [Cl:1][C:2]1[CH:7]=[CH:6][C:5]([O:8][CH3:9])=[CH:4][C:3]=1[NH:10][C:11]1[C:12]([NH:21][S:22]([C:25]2[CH:30]=[CH:29][CH:28]=[C:27]([N+:31]([O-])=O)[CH:26]=2)(=[O:24])=[O:23])=[N:13][C:14]2[C:19]([N:20]=1)=[CH:18][CH:17]=[CH:16][CH:15]=2.C1COCC1.O.C([O-])=O.[K+], predict the reaction product. (7) Given the reactants C(OC([N:8]1[C:16]2[C:11](=[CH:12][C:13]([CH2:17][CH2:18][CH2:19][CH2:20][CH2:21][N:22]([CH2:24][CH:25]=[CH2:26])[CH3:23])=[CH:14][CH:15]=2)[CH:10]=[CH:9]1)=O)(C)(C)C.O.[OH-].[Na+], predict the reaction product. The product is: [CH2:24]([N:22]([CH2:21][CH2:20][CH2:19][CH2:18][CH2:17][C:13]1[CH:12]=[C:11]2[C:16](=[CH:15][CH:14]=1)[NH:8][CH:9]=[CH:10]2)[CH3:23])[CH:25]=[CH2:26].